Task: Regression. Given two drug SMILES strings and cell line genomic features, predict the synergy score measuring deviation from expected non-interaction effect.. Dataset: NCI-60 drug combinations with 297,098 pairs across 59 cell lines (1) Drug 1: C1=CC=C(C(=C1)C(C2=CC=C(C=C2)Cl)C(Cl)Cl)Cl. Drug 2: CN(CCCl)CCCl.Cl. Cell line: NCI-H522. Synergy scores: CSS=32.1, Synergy_ZIP=-4.06, Synergy_Bliss=-0.971, Synergy_Loewe=-15.6, Synergy_HSA=1.47. (2) Drug 1: COC1=NC(=NC2=C1N=CN2C3C(C(C(O3)CO)O)O)N. Drug 2: C1=NNC2=C1C(=O)NC=N2. Cell line: HCC-2998. Synergy scores: CSS=-0.412, Synergy_ZIP=-0.941, Synergy_Bliss=-3.36, Synergy_Loewe=-1.84, Synergy_HSA=-2.30.